Dataset: Full USPTO retrosynthesis dataset with 1.9M reactions from patents (1976-2016). Task: Predict the reactants needed to synthesize the given product. (1) Given the product [CH2:21]([NH:28][C:12]1[C:11](=[CH:4][C:5]2[CH:10]=[CH:9][CH:8]=[CH:7][CH:6]=2)[NH:15][C:14](=[O:16])[C:13]=1[N+:17]([O-:19])=[O:18])[C:22]1[CH:27]=[CH:26][CH:25]=[CH:24][CH:23]=1, predict the reactants needed to synthesize it. The reactants are: [N+](=C)=[N-].[CH:4](=[C:11]1[NH:15][C:14](=[O:16])[C:13]([N+:17]([O-:19])=[O:18])=[C:12]1O)[C:5]1[CH:10]=[CH:9][CH:8]=[CH:7][CH:6]=1.[CH2:21]([NH2:28])[C:22]1[CH:27]=[CH:26][CH:25]=[CH:24][CH:23]=1. (2) Given the product [ClH:2].[Cl:2][C:3]1[CH:11]=[C:10]([O:12][CH:13]2[CH2:18][CH2:17][N:16]([CH:19]([CH3:21])[CH3:20])[CH2:15][CH2:14]2)[CH:9]=[CH:8][C:4]=1[C:5]([Cl:1])=[O:6], predict the reactants needed to synthesize it. The reactants are: [ClH:1].[Cl:2][C:3]1[CH:11]=[C:10]([O:12][CH:13]2[CH2:18][CH2:17][N:16]([CH:19]([CH3:21])[CH3:20])[CH2:15][CH2:14]2)[CH:9]=[CH:8][C:4]=1[C:5](O)=[O:6]. (3) Given the product [ClH:1].[CH2:8]([NH:26][C:27](=[O:52])[O:28][C:29]1[CH:34]=[CH:33][CH:32]=[CH:31][C:30]=1[CH2:35][CH2:36][C:37]([N:39]1[CH2:40][CH2:41][N:42]([CH2:45][C:46]2[CH:51]=[CH:50][CH:49]=[CH:48][CH:47]=2)[CH2:43][CH2:44]1)=[O:38])[CH2:9][CH2:10][CH2:11][CH2:12][CH2:13][CH2:14][CH2:15][CH2:16][CH2:17][CH2:18][CH2:19][CH2:20][CH2:21][CH2:22][CH2:23][CH2:24][CH3:25], predict the reactants needed to synthesize it. The reactants are: [ClH:1].C(OCC)(=O)C.[CH2:8]([NH:26][C:27](=[O:52])[O:28][C:29]1[CH:34]=[CH:33][CH:32]=[CH:31][C:30]=1[CH2:35][CH2:36][C:37]([N:39]1[CH2:44][CH2:43][N:42]([CH2:45][C:46]2[CH:51]=[CH:50][CH:49]=[CH:48][CH:47]=2)[CH2:41][CH2:40]1)=[O:38])[CH2:9][CH2:10][CH2:11][CH2:12][CH2:13][CH2:14][CH2:15][CH2:16][CH2:17][CH2:18][CH2:19][CH2:20][CH2:21][CH2:22][CH2:23][CH2:24][CH3:25]. (4) Given the product [NH2:20][CH2:19][CH2:18][CH2:17][CH2:16][O:15][C:14]1[CH:13]=[C:12]([CH:30]=[CH:29][CH:28]=1)[O:11][C:9]1[C:8]([NH:31][S:32]([C:35]2[N:36]=[CH:37][N:38]([CH3:40])[CH:39]=2)(=[O:33])=[O:34])=[CH:7][C:6]2[N:2]([CH3:1])[C:3](=[O:42])[N:4]([CH3:41])[C:5]=2[CH:10]=1, predict the reactants needed to synthesize it. The reactants are: [CH3:1][N:2]1[C:6]2[CH:7]=[C:8]([NH:31][S:32]([C:35]3[N:36]=[CH:37][N:38]([CH3:40])[CH:39]=3)(=[O:34])=[O:33])[C:9]([O:11][C:12]3[CH:13]=[C:14]([CH:28]=[CH:29][CH:30]=3)[O:15][CH2:16][CH2:17][CH2:18][CH2:19][NH:20]C(=O)OC(C)(C)C)=[CH:10][C:5]=2[N:4]([CH3:41])[C:3]1=[O:42].FC(F)(F)C(O)=O. (5) Given the product [F:1][C:2]1[CH:7]=[CH:6][CH:5]=[C:4]([F:8])[C:3]=1[N:9]1[C:14]2[N:15]=[C:16]([NH:37][CH2:38][CH2:39][C:40]([OH:42])=[O:41])[N:17]=[C:18]([C:19]3[CH:20]=[C:21]([C:22]([NH:24][CH2:25][CH2:26][CH3:27])=[O:23])[CH:28]=[CH:29][C:30]=3[CH3:31])[C:13]=2[CH2:12][NH:11][C:10]1=[O:36], predict the reactants needed to synthesize it. The reactants are: [F:1][C:2]1[CH:7]=[CH:6][CH:5]=[C:4]([F:8])[C:3]=1[N:9]1[C:14]2[N:15]=[C:16](S(C)(=O)=O)[N:17]=[C:18]([C:19]3[CH:20]=[C:21]([CH:28]=[CH:29][C:30]=3[CH3:31])[C:22]([NH:24][CH2:25][CH2:26][CH3:27])=[O:23])[C:13]=2[CH2:12][NH:11][C:10]1=[O:36].[NH2:37][CH2:38][CH2:39][C:40]([OH:42])=[O:41].C(N(CC)CC)C. (6) The reactants are: [C:1]([O:5][C:6]([N:8]1[C@H:12]([CH2:13][C:14]2[CH:19]=[CH:18][C:17]([C:20]3[CH:25]=[CH:24][CH:23]=[CH:22][CH:21]=3)=[CH:16][CH:15]=2)[CH2:11][CH:10]([CH2:26][OH:27])[C:9]1=[O:28])=[O:7])([CH3:4])([CH3:3])[CH3:2].C(Cl)(Cl)Cl.C(N(CC)CC)C.[C:40]1([CH3:60])[CH:45]=[CH:44][C:43]([S:46](O[S:46]([C:43]2[CH:44]=[CH:45][C:40]([CH3:60])=[CH:41][CH:42]=2)(=[O:48])=[O:47])(=[O:48])=[O:47])=[CH:42][CH:41]=1. Given the product [C:1]([O:5][C:6]([N:8]1[C@H:12]([CH2:13][C:14]2[CH:15]=[CH:16][C:17]([C:20]3[CH:21]=[CH:22][CH:23]=[CH:24][CH:25]=3)=[CH:18][CH:19]=2)[CH2:11][CH:10]([CH2:26][O:27][S:46]([C:43]2[CH:44]=[CH:45][C:40]([CH3:60])=[CH:41][CH:42]=2)(=[O:48])=[O:47])[C:9]1=[O:28])=[O:7])([CH3:3])([CH3:2])[CH3:4], predict the reactants needed to synthesize it.